From a dataset of Forward reaction prediction with 1.9M reactions from USPTO patents (1976-2016). Predict the product of the given reaction. (1) Given the reactants [Si]([O:8][CH2:9][C:10]1([C:15]#[C:16][C:17]2[N:22]=[C:21]([C@@H:23]([NH:33][C:34](=[O:51])[CH2:35][N:36]3[C:40]4[C:41]([F:46])([F:45])[C@@H:42]5[CH2:44][C@@H:43]5[C:39]=4[C:38]([C:47]([F:50])([F:49])[F:48])=[N:37]3)[CH2:24][C:25]3[CH:30]=[C:29]([F:31])[CH:28]=[C:27]([F:32])[CH:26]=3)[C:20]([C:52]3[CH:53]=[CH:54][C:55]([Cl:67])=[C:56]4[C:60]=3[N:59]([CH3:61])[N:58]=[C:57]4[NH:62][S:63]([CH3:66])(=[O:65])=[O:64])=[CH:19][CH:18]=2)[CH2:14][CH2:13][CH2:12][CH2:11]1)(C(C)(C)C)(C)C.CCCC[N+](CCCC)(CCCC)CCCC.[F-], predict the reaction product. The product is: [Cl:67][C:55]1[CH:54]=[CH:53][C:52]([C:20]2[C:21]([C@@H:23]([NH:33][C:34](=[O:51])[CH2:35][N:36]3[C:40]4[C:41]([F:45])([F:46])[C@@H:42]5[CH2:44][C@@H:43]5[C:39]=4[C:38]([C:47]([F:48])([F:49])[F:50])=[N:37]3)[CH2:24][C:25]3[CH:30]=[C:29]([F:31])[CH:28]=[C:27]([F:32])[CH:26]=3)=[N:22][C:17]([C:16]#[C:15][C:10]3([CH2:9][OH:8])[CH2:14][CH2:13][CH2:12][CH2:11]3)=[CH:18][CH:19]=2)=[C:60]2[C:56]=1[C:57]([NH:62][S:63]([CH3:66])(=[O:64])=[O:65])=[N:58][N:59]2[CH3:61]. (2) Given the reactants [CH2:1]([NH2:8])[C:2]1[CH:7]=[CH:6][CH:5]=[CH:4][CH:3]=1.C(N(CC)CC)C.[Cl:16][CH2:17][C:18](Cl)=[O:19], predict the reaction product. The product is: [CH2:1]([NH:8][C:18](=[O:19])[CH2:17][Cl:16])[C:2]1[CH:7]=[CH:6][CH:5]=[CH:4][CH:3]=1.